Dataset: Forward reaction prediction with 1.9M reactions from USPTO patents (1976-2016). Task: Predict the product of the given reaction. (1) Given the reactants [NH2:1][NH:2][C:3]([C:5]1[CH:10]=[N:9][CH:8]=[CH:7][N:6]=1)=[NH:4].[Cl:11][C:12]1[CH:13]=[CH:14][C:15]([OH:20])=[C:16]([CH:19]=1)[CH:17]=O, predict the reaction product. The product is: [Cl:11][C:12]1[CH:13]=[CH:14][C:15]([OH:20])=[C:16]([C:17]2[NH:1][N:2]=[C:3]([C:5]3[CH:10]=[N:9][CH:8]=[CH:7][N:6]=3)[N:4]=2)[CH:19]=1. (2) Given the reactants [Cl:1][C:2]1[N:7]=[C:6]([C:8]([OH:10])=[O:9])[CH:5]=[CH:4][CH:3]=1.[CH3:11]N(C=O)C.C(Cl)(=O)C(Cl)=O.CO, predict the reaction product. The product is: [Cl:1][C:2]1[N:7]=[C:6]([C:8]([O:10][CH3:11])=[O:9])[CH:5]=[CH:4][CH:3]=1. (3) Given the reactants [CH3:1][C@@H:2]1[NH:7][C@H:6]([CH3:8])[CH2:5][N:4]([S:9]([C:12]2[CH:21]=[CH:20][C:19]3[C:14](=[CH:15][CH:16]=[CH:17][CH:18]=3)[CH:13]=2)(=[O:11])=[O:10])[CH2:3]1.C([O-])([O-])=O.[K+].[K+].[O:28]([CH2:35][C:36](Cl)=[O:37])[C:29]1[CH:34]=[CH:33][CH:32]=[CH:31][CH:30]=1, predict the reaction product. The product is: [CH3:8][C@H:6]1[CH2:5][N:4]([S:9]([C:12]2[CH:21]=[CH:20][C:19]3[C:14](=[CH:15][CH:16]=[CH:17][CH:18]=3)[CH:13]=2)(=[O:11])=[O:10])[CH2:3][C@@H:2]([CH3:1])[N:7]1[C:36](=[O:37])[CH2:35][O:28][C:29]1[CH:34]=[CH:33][CH:32]=[CH:31][CH:30]=1. (4) The product is: [CH3:16][C:4]1[N:5]([CH2:8][O:9][CH2:10][CH2:11][Si:12]([CH3:15])([CH3:14])[CH3:13])[C:6]([CH3:7])=[C:2]([C:29]2[C:30]3[C:25](=[CH:24][CH:23]=[CH:22][CH:21]=3)[CH:26]=[CH:27][CH:28]=2)[C:3]=1[C:17]([O:19][CH3:20])=[O:18]. Given the reactants Br[C:2]1[C:3]([C:17]([O:19][CH3:20])=[O:18])=[C:4]([CH3:16])[N:5]([CH2:8][O:9][CH2:10][CH2:11][Si:12]([CH3:15])([CH3:14])[CH3:13])[C:6]=1[CH3:7].[C:21]1(B(O)O)[C:30]2[C:25](=[CH:26][CH:27]=[CH:28][CH:29]=2)[CH:24]=[CH:23][CH:22]=1.C(=O)([O-])[O-].[K+].[K+].C1(P(C2CCCCC2)C2C=CC=CC=2C2C(OC)=CC=CC=2OC)CCCCC1, predict the reaction product. (5) Given the reactants [F:1][C:2]([F:7])([F:6])[C:3]([OH:5])=[O:4].[CH2:8]([S:10]([N:13]1[CH2:18][CH2:17][CH:16]([C:19]2[C:27]3[C:22](=[C:23]([C:40]([NH2:42])=[O:41])[CH:24]=[C:25](C4C=CC=C(C5CNCCN5)C=4)[CH:26]=3)[NH:21][CH:20]=2)[CH2:15][CH2:14]1)(=[O:12])=[O:11])[CH3:9].Cl[C:44]1[CH:45]=[C:46]([CH:50]2CNC[CH2:52][NH:51]2)[CH:47]=[CH:48][CH:49]=1, predict the reaction product. The product is: [F:1][C:2]([F:7])([F:6])[C:3]([OH:5])=[O:4].[CH2:8]([S:10]([N:13]1[CH2:18][CH2:17][CH:16]([C:19]2[C:27]3[C:22](=[C:23]([C:40]([NH2:42])=[O:41])[CH:24]=[C:25]([C:45]4[CH:44]=[CH:49][CH:48]=[CH:47][C:46]=4[CH2:50][NH:51][CH3:52])[CH:26]=3)[NH:21][CH:20]=2)[CH2:15][CH2:14]1)(=[O:11])=[O:12])[CH3:9]. (6) Given the reactants [CH3:1][C:2]([C:6]1[CH:7]=[C:8]([C:16]2[CH:21]=[CH:20][CH:19]=[C:18]([CH:22]=O)[CH:17]=2)[CH:9]=[C:10]([N+:13]([O-:15])=[O:14])[C:11]=1[OH:12])([CH3:5])[CH2:3][CH3:4].[S:24]1[CH2:30][C:28](=[O:29])[NH:27][C:25]1=[S:26].NC1C=CC=CC=1, predict the reaction product. The product is: [CH3:5][C:2]([C:6]1[CH:7]=[C:8]([C:16]2[CH:21]=[CH:20][CH:19]=[C:18]([CH:22]=[C:30]3[S:24][C:25](=[S:26])[NH:27][C:28]3=[O:29])[CH:17]=2)[CH:9]=[C:10]([N+:13]([O-:15])=[O:14])[C:11]=1[OH:12])([CH3:1])[CH2:3][CH3:4].